This data is from Reaction yield outcomes from USPTO patents with 853,638 reactions. The task is: Predict the reaction yield, written as a fraction of the theoretical maximum amount of product (1.0 means a 100% yield; for example, 0.34 means a 34% yield). (1) The reactants are C(O)(C(F)(F)F)=O.[NH2:8][C:9](=[O:50])[CH2:10][C:11]1[CH:49]=[CH:48][CH:47]=[CH:46][C:12]=1[CH2:13][CH2:14][C:15]1[C:20]([C:21]([F:24])([F:23])[F:22])=[CH:19][N:18]=[C:17]([NH:25][C:26]2[CH:31]=[CH:30][C:29]([CH:32]3[CH2:37][CH2:36][N:35](C(OC(C)(C)C)=O)[CH2:34][CH2:33]3)=[C:28]([CH3:45])[CH:27]=2)[N:16]=1. The catalyst is C(Cl)Cl.C1CCCCC1. The product is [CH3:45][C:28]1[CH:27]=[C:26]([NH:25][C:17]2[N:16]=[C:15]([CH2:14][CH2:13][C:12]3[CH:46]=[CH:47][CH:48]=[CH:49][C:11]=3[CH2:10][C:9]([NH2:8])=[O:50])[C:20]([C:21]([F:24])([F:22])[F:23])=[CH:19][N:18]=2)[CH:31]=[CH:30][C:29]=1[CH:32]1[CH2:37][CH2:36][NH:35][CH2:34][CH2:33]1. The yield is 0.640. (2) The yield is 0.390. The product is [CH3:27][N:3]1[N:2]=[N:1][C:5]([C:6]2[CH:26]=[CH:25][C:9]3[N:10]([CH2:13][C:14]4[CH:24]=[CH:23][C:17]5[N:18]=[C:19]([S:21][CH3:22])[S:20][C:16]=5[CH:15]=4)[CH:11]=[N:12][C:8]=3[CH:7]=2)=[N:4]1. The reactants are [N:1]1[NH:2][N:3]=[N:4][C:5]=1[C:6]1[CH:26]=[CH:25][C:9]2[N:10]([CH2:13][C:14]3[CH:24]=[CH:23][C:17]4[N:18]=[C:19]([S:21][CH3:22])[S:20][C:16]=4[CH:15]=3)[CH:11]=[N:12][C:8]=2[CH:7]=1.[C:27]([O-])([O-])=O.[Cs+].[Cs+].IC. The catalyst is CN(C=O)C. (3) The reactants are [CH3:1][O:2][CH2:3][C:4]([OH:6])=O.Cl.Cl.[NH:9]1[C:17]2[C:12](=[CH:13][CH:14]=[CH:15][CH:16]=2)[C:11](/[CH:18]=[CH:19]/[C:20]2[CH:33]=[CH:32][C:23]([C:24]([N:26]3[CH2:31][CH2:30][NH:29][CH2:28][CH2:27]3)=[O:25])=[C:22]([CH3:34])[CH:21]=2)=[N:10]1.O.ON1C2C=CC=CC=2N=N1.Cl.C(N=C=NCCCN(C)C)C.C(=O)([O-])O.[Na+]. The catalyst is C1COCC1.C(OCC)(=O)C. The product is [CH3:1][O:2][CH2:3][C:4]([N:29]1[CH2:30][CH2:31][N:26]([C:24](=[O:25])[C:23]2[CH:32]=[CH:33][C:20](/[CH:19]=[CH:18]/[C:11]3[C:12]4[C:17](=[CH:16][CH:15]=[CH:14][CH:13]=4)[NH:9][N:10]=3)=[CH:21][C:22]=2[CH3:34])[CH2:27][CH2:28]1)=[O:6]. The yield is 0.390.